From a dataset of Catalyst prediction with 721,799 reactions and 888 catalyst types from USPTO. Predict which catalyst facilitates the given reaction. (1) Reactant: [Br:1][CH2:2][C:3](=O)[C:4]([O:6][CH2:7][CH3:8])=[O:5].[NH2:10][C:11]([NH2:13])=[S:12]. Product: [BrH:1].[NH2:13][C:11]1[S:12][CH:2]=[C:3]([C:4]([O:6][CH2:7][CH3:8])=[O:5])[N:10]=1. The catalyst class is: 8. (2) Reactant: [Br:1][C:2]1[CH:11]=[CH:10][C:5]([C:6]([O:8]C)=[O:7])=[CH:4][C:3]=1[C:12]([F:15])([F:14])[CH3:13].[OH-].[Na+]. Product: [Br:1][C:2]1[CH:11]=[CH:10][C:5]([C:6]([OH:8])=[O:7])=[CH:4][C:3]=1[C:12]([F:14])([F:15])[CH3:13]. The catalyst class is: 24. (3) Reactant: C(N(C(C)C)CC)(C)C.[CH3:10][S:11](Cl)(=[O:13])=[O:12].[CH3:15][O:16][C:17]1[CH:18]=[C:19](/[CH:29]=[C:30]2\[CH2:31][CH2:32][C@H:33]3[CH2:38][NH:37][CH2:36][C@@H:35]([C:39]4[CH:44]=[C:43]([F:45])[C:42]([F:46])=[C:41]([F:47])[CH:40]=4)[N:34]3[C:48]\2=[O:49])[CH:20]=[CH:21][C:22]=1[N:23]1[CH:27]=[C:26]([CH3:28])[N:25]=[CH:24]1.O.C(=O)(O)[O-].[Na+]. Product: [CH3:10][S:11]([N:37]1[CH2:36][C@@H:35]([C:39]2[CH:44]=[C:43]([F:45])[C:42]([F:46])=[C:41]([F:47])[CH:40]=2)[N:34]2[C:48](=[O:49])/[C:30](=[CH:29]/[C:19]3[CH:20]=[CH:21][C:22]([N:23]4[CH:27]=[C:26]([CH3:28])[N:25]=[CH:24]4)=[C:17]([O:16][CH3:15])[CH:18]=3)/[CH2:31][CH2:32][C@H:33]2[CH2:38]1)(=[O:13])=[O:12]. The catalyst class is: 124. (4) Reactant: [N+:1]([C:4]1[CH:9]=[CH:8][C:7]([C:10]23[CH2:29][CH:14]4[CH2:15][C:16]([NH:18][CH2:19][C:20]([N:22]5[CH2:26][CH2:25][CH2:24][C@H:23]5[C:27]#[N:28])=[O:21])([CH2:17]2)[CH:12]([CH2:13]4)[CH2:11]3)=[CH:6][CH:5]=1)([O-])=O.O.C1COCC1.[NH4+].[Cl-]. The catalyst class is: 679. Product: [NH2:1][C:4]1[CH:5]=[CH:6][C:7]([C:10]23[CH2:29][CH:14]4[CH2:15][C:16]([NH:18][CH2:19][C:20]([N:22]5[CH2:26][CH2:25][CH2:24][C@H:23]5[C:27]#[N:28])=[O:21])([CH2:17]2)[CH:12]([CH2:13]4)[CH2:11]3)=[CH:8][CH:9]=1. (5) Reactant: ClCCCl.[O:5]([CH2:13][CH:14]=O)[Si:6]([C:9]([CH3:12])([CH3:11])[CH3:10])([CH3:8])[CH3:7].[CH2:16]([N:23]1[CH2:27][CH2:26][C@H:25]([NH:28][CH3:29])[CH2:24]1)[C:17]1[CH:22]=[CH:21][CH:20]=[CH:19][CH:18]=1.C(O[BH-](OC(=O)C)OC(=O)C)(=O)C.[Na+]. Product: [CH2:16]([N:23]1[CH2:27][CH2:26][C@H:25]([N:28]([CH2:14][CH2:13][O:5][Si:6]([C:9]([CH3:12])([CH3:11])[CH3:10])([CH3:8])[CH3:7])[CH3:29])[CH2:24]1)[C:17]1[CH:18]=[CH:19][CH:20]=[CH:21][CH:22]=1. The catalyst class is: 15. (6) Reactant: [NH2:1][C:2]1[CH:3]=[C:4]([CH:9]=[CH:10][C:11]=1[F:12])[C:5]([O:7]C)=O.[F:13][C:14]1[CH:15]=[C:16]([CH2:21][NH2:22])[CH:17]=[CH:18][C:19]=1[F:20]. Product: [NH2:1][C:2]1[CH:3]=[C:4]([CH:9]=[CH:10][C:11]=1[F:12])[C:5]([NH:22][CH2:21][C:16]1[CH:17]=[CH:18][C:19]([F:20])=[C:14]([F:13])[CH:15]=1)=[O:7]. The catalyst class is: 1.